Dataset: Catalyst prediction with 721,799 reactions and 888 catalyst types from USPTO. Task: Predict which catalyst facilitates the given reaction. (1) Reactant: [C:1]([C:4]1[C:13]([N:14]2[CH2:19][CH2:18][CH:17]([NH:20][C:21](=[O:23])[CH3:22])[CH2:16][CH2:15]2)=[C:12]2[C:7]([CH:8]=[CH:9][CH:10]=[N:11]2)=[C:6]([Cl:24])[CH:5]=1)(=O)[CH3:2].C([O-])(=O)C.[NH4+].C([BH3-])#[N:31].[Na+].O1CCCC1. Product: [NH2:31][CH:1]([C:4]1[C:13]([N:14]2[CH2:19][CH2:18][CH:17]([NH:20][C:21](=[O:23])[CH3:22])[CH2:16][CH2:15]2)=[C:12]2[C:7]([CH:8]=[CH:9][CH:10]=[N:11]2)=[C:6]([Cl:24])[CH:5]=1)[CH3:2]. The catalyst class is: 449. (2) Reactant: CS(O)(=O)=O.[NH2:6][CH2:7][C:8]1[CH:9]=[C:10]2[C:14](=[CH:15][CH:16]=1)[C:13](=[O:17])[N:12]([CH:18]1[CH2:23][CH2:22][C:21](=[O:24])[NH:20][C:19]1=[O:25])[CH2:11]2.[F:26][C:27]([F:39])([F:38])[O:28][C:29]1[CH:34]=[CH:33][C:32]([N:35]=[C:36]=[O:37])=[CH:31][CH:30]=1.C(N(CC)CC)C.Cl. Product: [O:25]=[C:19]1[CH:18]([N:12]2[CH2:11][C:10]3[C:14](=[CH:15][CH:16]=[C:8]([CH2:7][NH:6][C:36]([NH:35][C:32]4[CH:33]=[CH:34][C:29]([O:28][C:27]([F:26])([F:38])[F:39])=[CH:30][CH:31]=4)=[O:37])[CH:9]=3)[C:13]2=[O:17])[CH2:23][CH2:22][C:21](=[O:24])[NH:20]1. The catalyst class is: 9. (3) Reactant: [Cl:1][C:2]1[CH:22]=[C:21]([CH2:23][N:24]2[CH2:29][CH2:28][N:27]([S:30]([CH2:33][CH2:34][CH2:35]Cl)(=[O:32])=[O:31])[CH2:26][CH2:25]2)[CH:20]=[CH:19][C:3]=1[O:4][CH:5]1[CH2:10][CH2:9][N:8]([C:11]2[N:16]=[CH:15][C:14]([CH2:17][CH3:18])=[CH:13][N:12]=2)[CH2:7][CH2:6]1.[Na+].[I-].[CH3:39][C:40]([O-:42])=[O:41].[Na+]. Product: [C:40]([O:42][CH2:35][CH2:34][CH2:33][S:30]([N:27]1[CH2:28][CH2:29][N:24]([CH2:23][C:21]2[CH:20]=[CH:19][C:3]([O:4][CH:5]3[CH2:10][CH2:9][N:8]([C:11]4[N:12]=[CH:13][C:14]([CH2:17][CH3:18])=[CH:15][N:16]=4)[CH2:7][CH2:6]3)=[C:2]([Cl:1])[CH:22]=2)[CH2:25][CH2:26]1)(=[O:31])=[O:32])(=[O:41])[CH3:39]. The catalyst class is: 18. (4) Reactant: [ClH:1].C(OCC)(=O)C.[CH2:8]([NH:26][C:27](=[O:52])[O:28][C:29]1[CH:34]=[CH:33][CH:32]=[CH:31][C:30]=1[CH2:35][CH2:36][C:37]([N:39]1[CH2:44][CH2:43][N:42]([CH2:45][C:46]2[CH:51]=[CH:50][CH:49]=[CH:48][CH:47]=2)[CH2:41][CH2:40]1)=[O:38])[CH2:9][CH2:10][CH2:11][CH2:12][CH2:13][CH2:14][CH2:15][CH2:16][CH2:17][CH2:18][CH2:19][CH2:20][CH2:21][CH2:22][CH2:23][CH2:24][CH3:25]. Product: [ClH:1].[CH2:8]([NH:26][C:27](=[O:52])[O:28][C:29]1[CH:34]=[CH:33][CH:32]=[CH:31][C:30]=1[CH2:35][CH2:36][C:37]([N:39]1[CH2:40][CH2:41][N:42]([CH2:45][C:46]2[CH:51]=[CH:50][CH:49]=[CH:48][CH:47]=2)[CH2:43][CH2:44]1)=[O:38])[CH2:9][CH2:10][CH2:11][CH2:12][CH2:13][CH2:14][CH2:15][CH2:16][CH2:17][CH2:18][CH2:19][CH2:20][CH2:21][CH2:22][CH2:23][CH2:24][CH3:25]. The catalyst class is: 13.